Dataset: Reaction yield outcomes from USPTO patents with 853,638 reactions. Task: Predict the reaction yield, written as a fraction of the theoretical maximum amount of product (1.0 means a 100% yield; for example, 0.34 means a 34% yield). The yield is 0.830. The catalyst is CO. The product is [NH2:1][C:2]1[C:7]([F:8])=[C:6]([C:9]2[CH:10]=[CH:11][C:12]([Cl:15])=[CH:13][CH:14]=2)[N:5]=[C:4]([C:16]([O:18][CH3:19])=[O:17])[C:3]=1[I:22]. The reactants are [NH2:1][C:2]1[C:7]([F:8])=[C:6]([C:9]2[CH:14]=[CH:13][C:12]([Cl:15])=[CH:11][CH:10]=2)[N:5]=[C:4]([C:16]([O:18][CH3:19])=[O:17])[CH:3]=1.II.[I:22](O)(=O)(=O)=O.